This data is from Forward reaction prediction with 1.9M reactions from USPTO patents (1976-2016). The task is: Predict the product of the given reaction. (1) Given the reactants Br[C:2]1[CH:7]=[CH:6][C:5]([S:8]([NH:11][C:12]2[CH:21]=[C:20]([F:22])[C:15]([C:16]([O:18]C)=[O:17])=[C:14]([F:23])[CH:13]=2)(=[O:10])=[O:9])=[CH:4][CH:3]=1.[O:24]1[CH:28]=[CH:27][C:26](B2OC(C)(C)C(C)(C)O2)=[CH:25]1.C(=O)([O-])[O-].[Na+].[Na+], predict the reaction product. The product is: [F:23][C:14]1[CH:13]=[C:12]([NH:11][S:8]([C:5]2[CH:6]=[CH:7][C:2]([C:26]3[CH:27]=[CH:28][O:24][CH:25]=3)=[CH:3][CH:4]=2)(=[O:10])=[O:9])[CH:21]=[C:20]([F:22])[C:15]=1[C:16]([OH:18])=[O:17]. (2) The product is: [CH2:22]([NH:2][C@@H:3]1[CH2:4][CH2:5][C@H:6]([O:9][C:10]2[CH:11]=[C:12]3[C:17](=[CH:18][C:19]=2[CH3:20])[C:16](=[O:21])[NH:15][CH:14]=[CH:13]3)[CH2:7][CH2:8]1)[CH3:23]. Given the reactants Cl.[NH2:2][C@@H:3]1[CH2:8][CH2:7][C@H:6]([O:9][C:10]2[CH:11]=[C:12]3[C:17](=[CH:18][C:19]=2[CH3:20])[C:16](=[O:21])[NH:15][CH:14]=[CH:13]3)[CH2:5][CH2:4]1.[CH2:22](N(CC)CC)[CH3:23].C(=O)C.[BH4-].[Na+].Cl, predict the reaction product. (3) Given the reactants [F:1][C:2]1[CH:7]=[CH:6][C:5]([CH2:8][C:9]2[CH:18]=[C:17]3[C:12]([C:13]([OH:36])=[C:14]([C:31](OCC)=[O:32])[C:15](=[O:30])[N:16]3[CH2:19][CH2:20][CH2:21][N:22]3[CH2:28][CH2:27][CH2:26][CH2:25][CH2:24][C:23]3=[O:29])=[N:11][CH:10]=2)=[CH:4][CH:3]=1.[NH2:37][CH2:38][CH2:39][CH2:40][OH:41], predict the reaction product. The product is: [F:1][C:2]1[CH:7]=[CH:6][C:5]([CH2:8][C:9]2[CH:18]=[C:17]3[C:12]([C:13]([OH:36])=[C:14]([C:31]([NH:37][CH2:38][CH2:39][CH2:40][OH:41])=[O:32])[C:15](=[O:30])[N:16]3[CH2:19][CH2:20][CH2:21][N:22]3[CH2:28][CH2:27][CH2:26][CH2:25][CH2:24][C:23]3=[O:29])=[N:11][CH:10]=2)=[CH:4][CH:3]=1. (4) Given the reactants [C:1]([O:5][C:6]([N:8]1[CH2:12][CH2:11][CH2:10][C@H:9]1[C:13]1[O:17][N:16]=[C:15]([CH:18]2[CH2:21][NH:20][CH2:19]2)[N:14]=1)=[O:7])([CH3:4])([CH3:3])[CH3:2].C(N(CC)CC)C.[CH3:29][S:30](Cl)(=[O:32])=[O:31], predict the reaction product. The product is: [C:1]([O:5][C:6]([N:8]1[CH2:12][CH2:11][CH2:10][C@H:9]1[C:13]1[O:17][N:16]=[C:15]([CH:18]2[CH2:19][N:20]([S:30]([CH3:29])(=[O:32])=[O:31])[CH2:21]2)[N:14]=1)=[O:7])([CH3:4])([CH3:2])[CH3:3]. (5) Given the reactants [N:1]1([C:5]([C:7]2[C:8]([CH2:19][CH2:20][C:21]([C:23]3[CH:28]=[CH:27][CH:26]=[CH:25][CH:24]=3)=[O:22])=[C:9]([OH:18])[C:10]3[N:14]=[C:13]([CH3:15])[N:12]([CH3:16])[C:11]=3[CH:17]=2)=[O:6])[CH2:4][CH2:3][CH2:2]1.O.CC([O-])(C)C.[K+], predict the reaction product. The product is: [N:1]1([C:5]([C:7]2[C:8]([CH2:19][CH2:20][C@@H:21]([OH:22])[C:23]3[CH:24]=[CH:25][CH:26]=[CH:27][CH:28]=3)=[C:9]([OH:18])[C:10]3[N:14]=[C:13]([CH3:15])[N:12]([CH3:16])[C:11]=3[CH:17]=2)=[O:6])[CH2:4][CH2:3][CH2:2]1. (6) Given the reactants [Br:1][C:2]1[CH:7]=[CH:6][C:5]([C@@H:8]([NH2:10])[CH3:9])=[CH:4][CH:3]=1.[CH:11]1([CH2:14][C:15](=[O:18])[CH:16]=[CH2:17])[CH2:13][CH2:12]1, predict the reaction product. The product is: [Br:1][C:2]1[CH:7]=[CH:6][C:5]([C@@H:8]([NH:10][CH2:17][CH2:16][C:15](=[O:18])[CH2:14][CH:11]2[CH2:13][CH2:12]2)[CH3:9])=[CH:4][CH:3]=1. (7) Given the reactants CCN=C=NCCCN(C)C.C1C=CC2N(O)N=NC=2C=1.[NH2:22][CH:23]1[CH2:28][CH2:27][N:26]([C:29]([O:31][CH2:32][C:33]2[CH:38]=[CH:37][CH:36]=[CH:35][CH:34]=2)=[O:30])[CH2:25][CH2:24]1.[CH3:39][C:40]1[NH:41][CH:42]=[C:43]([C:45](O)=[O:46])[N:44]=1, predict the reaction product. The product is: [CH3:39][C:40]1[NH:41][CH:42]=[C:43]([C:45]([NH:22][CH:23]2[CH2:24][CH2:25][N:26]([C:29]([O:31][CH2:32][C:33]3[CH:38]=[CH:37][CH:36]=[CH:35][CH:34]=3)=[O:30])[CH2:27][CH2:28]2)=[O:46])[N:44]=1.